From a dataset of Reaction yield outcomes from USPTO patents with 853,638 reactions. Predict the reaction yield, written as a fraction of the theoretical maximum amount of product (1.0 means a 100% yield; for example, 0.34 means a 34% yield). (1) The reactants are [Cl:1][C:2]1[CH:3]=[C:4]([NH:9][C:10]2[N:15]=[C:14]([NH:16][CH3:17])[N:13]=[C:12](Cl)[N:11]=2)[CH:5]=[C:6]([Cl:8])[CH:7]=1.[NH2:19][C:20]1[CH:25]=[CH:24][C:23]([OH:26])=[CH:22][CH:21]=1.C(Cl)Cl.[K+].[Br-]. No catalyst specified. The product is [Cl:1][C:2]1[CH:3]=[C:4]([NH:9][C:10]2[N:15]=[C:14]([NH:16][CH3:17])[N:13]=[C:12]([NH:19][C:20]3[CH:25]=[CH:24][C:23]([OH:26])=[CH:22][CH:21]=3)[N:11]=2)[CH:5]=[C:6]([Cl:8])[CH:7]=1. The yield is 0.740. (2) The reactants are Br[C:2]1[C:11]2[C:6](=[CH:7][CH:8]=[CH:9][CH:10]=2)[CH:5]=[N:4][C:3]=1[N:12]([CH2:27][C:28]1[CH:33]=[CH:32][C:31]([O:34][C:35]([F:38])([F:37])[F:36])=[CH:30][CH:29]=1)[S:13]([C:16]1[CH:26]=[CH:25][C:19]([C:20]([O:22][CH2:23][CH3:24])=[O:21])=[CH:18][CH:17]=1)(=[O:15])=[O:14].[CH:39]1(B(O)O)[CH2:41][CH2:40]1.C1(P(C2CCCCC2)C2CCCCC2)CCCCC1.P([O-])([O-])([O-])=O.[K+].[K+].[K+]. The catalyst is O.C1(C)C=CC=CC=1.C(OCC)(=O)C.C([O-])(=O)C.[Pd+2].C([O-])(=O)C. The product is [CH:39]1([C:2]2[C:11]3[C:6](=[CH:7][CH:8]=[CH:9][CH:10]=3)[CH:5]=[N:4][C:3]=2[N:12]([CH2:27][C:28]2[CH:33]=[CH:32][C:31]([O:34][C:35]([F:38])([F:37])[F:36])=[CH:30][CH:29]=2)[S:13]([C:16]2[CH:26]=[CH:25][C:19]([C:20]([O:22][CH2:23][CH3:24])=[O:21])=[CH:18][CH:17]=2)(=[O:15])=[O:14])[CH2:41][CH2:40]1. The yield is 0.780. (3) The reactants are [CH3:1]C(C)([O-])C.[K+].[CH3:7][O:8][CH2:9][O:10][C:11]1[CH:16]=[C:15]([O:17][CH2:18][O:19][CH3:20])[CH:14]=[CH:13][C:12]=1[CH:21]1[CH2:26][CH2:25][CH2:24][C:23](=O)[CH2:22]1. The catalyst is [Br-].C[P+](C1C=CC=CC=1)(C1C=CC=CC=1)C1C=CC=CC=1.O1CCCC1. The product is [CH3:7][O:8][CH2:9][O:10][C:11]1[CH:16]=[C:15]([O:17][CH2:18][O:19][CH3:20])[CH:14]=[CH:13][C:12]=1[CH:21]1[CH2:26][CH2:25][CH2:24][C:23](=[CH2:1])[CH2:22]1. The yield is 0.810.